From a dataset of Full USPTO retrosynthesis dataset with 1.9M reactions from patents (1976-2016). Predict the reactants needed to synthesize the given product. (1) Given the product [OH:1][C@@H:2]([CH2:3][N:11]([C:22]1[CH:23]=[CH:24][C:25]([O:26][C:27]2[CH:28]=[CH:29][C:30]([C:31](=[O:32])[NH2:33])=[CH:34][CH:35]=2)=[CH:36][CH:37]=1)[CH2:10][CH:18]([CH3:6])[CH3:17])[CH2:4][O:5][C:6]1[C:18]2[C:17]3[C:12](=[CH:13][CH:14]=[CH:15][CH:16]=3)[NH:11][C:10]=2[CH:9]=[CH:8][CH:7]=1, predict the reactants needed to synthesize it. The reactants are: [O:1]1[CH2:3][C@H:2]1[CH2:4][O:5][C:6]1[C:18]2[C:17]3[C:12](=[CH:13][CH:14]=[CH:15][CH:16]=3)[NH:11][C:10]=2[CH:9]=[CH:8][CH:7]=1.NC(C)(C)C[C:22]1[CH:37]=[CH:36][C:25]([O:26][C:27]2[CH:35]=[CH:34][C:30]([C:31]([NH2:33])=[O:32])=[CH:29][CH:28]=2)=[CH:24][CH:23]=1.O. (2) Given the product [CH3:29][N:22]1[C:23]([C:25]([O:27][CH3:28])=[O:26])=[CH:24][C:20]([O:8][CH2:7][C:6]2[C:2]([CH3:1])=[N:3][N:4]([C:9]3[CH:14]=[CH:13][C:12]([C:15]([F:18])([F:16])[F:17])=[CH:11][N:10]=3)[CH:5]=2)=[N:21]1, predict the reactants needed to synthesize it. The reactants are: [CH3:1][C:2]1[C:6]([CH2:7][OH:8])=[CH:5][N:4]([C:9]2[CH:14]=[CH:13][C:12]([C:15]([F:18])([F:17])[F:16])=[CH:11][N:10]=2)[N:3]=1.O[C:20]1[CH:24]=[C:23]([C:25]([O:27][CH3:28])=[O:26])[N:22]([CH3:29])[N:21]=1.C1(P(C2C=CC=CC=2)C2C=CC=CC=2)C=CC=CC=1.N(C(OCC)=O)=NC(OCC)=O. (3) Given the product [F:20][C:21]1[CH:26]=[CH:25][C:24]([C:27]2[O:28][C:29]3[CH:39]=[C:38]([N:40]([CH3:45])[S:41]([CH3:44])(=[O:42])=[O:43])[C:37]([C:2]4[CH:3]=[CH:4][C:5]5[N:6]=[CH:7][N:8]6[C:16]7[CH:15]=[CH:14][CH:13]=[C:12]([F:17])[C:11]=7[CH:10]=[C:9]6[C:18]=5[N:19]=4)=[CH:36][C:30]=3[C:31]=2[C:32]([NH:34][CH3:35])=[O:33])=[CH:23][CH:22]=1, predict the reactants needed to synthesize it. The reactants are: Cl[C:2]1[CH:3]=[CH:4][C:5]2[N:6]=[CH:7][N:8]3[C:16]4[CH:15]=[CH:14][CH:13]=[C:12]([F:17])[C:11]=4[CH:10]=[C:9]3[C:18]=2[N:19]=1.[F:20][C:21]1[CH:26]=[CH:25][C:24]([C:27]2[O:28][C:29]3[CH:39]=[C:38]([N:40]([CH3:45])[S:41]([CH3:44])(=[O:43])=[O:42])[C:37](B4OC(C)(C)C(C)(C)O4)=[CH:36][C:30]=3[C:31]=2[C:32]([NH:34][CH3:35])=[O:33])=[CH:23][CH:22]=1.C([O-])([O-])=O.[Na+].[Na+].CC(C1C=C(C(C)C)C(C2C=CC=CC=2P(C2CCCCC2)C2CCCCC2)=C(C(C)C)C=1)C. (4) Given the product [F:1][CH:2]([CH2:16][CH2:17][C:18]1[N:23]=[N:22][C:21]2[NH:24][C:25]([C:27]3[CH:32]=[CH:31][CH:30]=[CH:29][C:28]=3[F:33])=[CH:26][C:20]=2[CH:19]=1)[CH2:3][N:4]1[CH:8]=[C:7]([C:9]([OH:11])=[O:10])[N:6]=[N:5]1, predict the reactants needed to synthesize it. The reactants are: [F:1][CH:2]([CH2:16][CH2:17][C:18]1[N:23]=[N:22][C:21]2[NH:24][C:25]([C:27]3[CH:32]=[CH:31][CH:30]=[CH:29][C:28]=3[F:33])=[CH:26][C:20]=2[CH:19]=1)[CH2:3][N:4]1[CH:8]=[C:7]([C:9]([O:11]C(C)(C)C)=[O:10])[N:6]=[N:5]1. (5) Given the product [CH3:17][N:7]1[C:8]([C:9]([O:11][CH3:12])=[O:10])=[C:4]([N+:1]([O-:3])=[O:2])[C:5]([C:13]([O:15][CH3:16])=[O:14])=[N:6]1, predict the reactants needed to synthesize it. The reactants are: [N+:1]([C:4]1[C:5]([C:13]([O:15][CH3:16])=[O:14])=[N:6][NH:7][C:8]=1[C:9]([O:11][CH3:12])=[O:10])([O-:3])=[O:2].[C:17](=O)([O-])[O-].[Cs+].[Cs+].S(OC)(OC)(=O)=O. (6) Given the product [F:27][C:2]([F:1])([F:26])[C:3]1[CH:4]=[CH:5][C:6]([O:9][C:10]2[CH:11]=[CH:12][C:13]([O:16][C:17]([N:19]3[CH2:20][CH2:21][CH:22]([O:25][N:30]4[CH:31]=[CH:32][N:33]=[C:29]4[Cl:28])[CH2:23][CH2:24]3)=[O:18])=[CH:14][CH:15]=2)=[N:7][CH:8]=1, predict the reactants needed to synthesize it. The reactants are: [F:1][C:2]([F:27])([F:26])[C:3]1[CH:4]=[CH:5][C:6]([O:9][C:10]2[CH:15]=[CH:14][C:13]([O:16][C:17]([N:19]3[CH2:24][CH2:23][CH:22]([OH:25])[CH2:21][CH2:20]3)=[O:18])=[CH:12][CH:11]=2)=[N:7][CH:8]=1.[Cl:28][C:29]1[N:30](O)[CH:31]=[CH:32][N:33]=1.C(OCC)(=O)C.CCCCCCC.Cl. (7) Given the product [F:4][C:3]([F:6])([F:5])[C:1]([OH:7])=[O:2].[CH3:48][O:47][C:46]1[C:37]([CH2:36][N:22]2[C:21](=[O:52])[C@@H:20]([NH:19][C:17](=[O:18])[C@@H:16]([NH:15][CH3:13])[CH3:53])[C:26]3([CH2:27][CH2:28][O:29][CH2:30][CH2:31]3)[O:25][C:24]3[CH:32]=[CH:33][CH:34]=[CH:35][C:23]2=3)=[C:38]2[C:43](=[CH:44][CH:45]=1)[CH:42]=[C:41]([C:49]([OH:51])=[O:50])[CH:40]=[CH:39]2, predict the reactants needed to synthesize it. The reactants are: [C:1]([OH:7])([C:3]([F:6])([F:5])[F:4])=[O:2].C(O[C:13]([N:15](C)[C@@H:16]([CH3:53])[C:17]([NH:19][C@H:20]1[C:26]2([CH2:31][CH2:30][O:29][CH2:28][CH2:27]2)[O:25][C:24]2[CH:32]=[CH:33][CH:34]=[CH:35][C:23]=2[N:22]([CH2:36][C:37]2[C:46]([O:47][CH3:48])=[CH:45][CH:44]=[C:43]3[C:38]=2[CH:39]=[CH:40][C:41]([C:49]([OH:51])=[O:50])=[CH:42]3)[C:21]1=[O:52])=[O:18])=O)(C)(C)C. (8) Given the product [F:14][C:15]1[CH:16]=[C:17]([CH:18]=[CH:19][C:20]=1[O:21][C:22]1[CH:23]=[N:24][C:25]([C:28]([F:31])([F:29])[F:30])=[CH:26][CH:27]=1)[CH2:32][O:33][C:2]1[CH:12]=[C:6]2[N:7]([CH3:11])[CH2:8][CH2:9][CH2:10][N:5]2[C:4](=[O:13])[N:3]=1, predict the reactants needed to synthesize it. The reactants are: Cl[C:2]1[CH:12]=[C:6]2[N:7]([CH3:11])[CH2:8][CH2:9][CH2:10][N:5]2[C:4](=[O:13])[N:3]=1.[F:14][C:15]1[CH:16]=[C:17]([CH2:32][OH:33])[CH:18]=[CH:19][C:20]=1[O:21][C:22]1[CH:23]=[N:24][C:25]([C:28]([F:31])([F:30])[F:29])=[CH:26][CH:27]=1.